This data is from Catalyst prediction with 721,799 reactions and 888 catalyst types from USPTO. The task is: Predict which catalyst facilitates the given reaction. (1) Reactant: [N:1]1[CH:6]=[CH:5][CH:4]=[CH:3][C:2]=1[CH2:7][CH2:8][C:9]([NH2:11])=[O:10].Br[CH2:13][C:14](=O)[CH2:15][CH3:16]. Product: [CH2:15]([C:14]1[C:7]([CH2:8][C:9]([NH2:11])=[O:10])=[C:2]2[N:1]([CH:13]=1)[CH:6]=[CH:5][CH:4]=[CH:3]2)[CH3:16]. The catalyst class is: 21. (2) Reactant: C[O:2][C:3]([C:5]1[CH:42]=[CH:41][C:8]([CH2:9][O:10][C:11]([N:13]2[CH2:17][CH:16]([CH2:18][C:19]([CH3:22])([CH3:21])[CH3:20])[C:15]3([C:30]4[C:25](=[CH:26][C:27]([Cl:31])=[CH:28][CH:29]=4)[NH:24][C:23]3=[O:32])[CH:14]2[C:33]2[CH:38]=[CH:37][CH:36]=[C:35]([Cl:39])[C:34]=2[F:40])=[O:12])=[CH:7][CH:6]=1)=[O:4].[Li+].[OH-].CO. Product: [C:3]([C:5]1[CH:42]=[CH:41][C:8]([CH2:9][O:10][C:11]([N:13]2[CH2:17][CH:16]([CH2:18][C:19]([CH3:22])([CH3:21])[CH3:20])[C:15]3([C:30]4[C:25](=[CH:26][C:27]([Cl:31])=[CH:28][CH:29]=4)[NH:24][C:23]3=[O:32])[CH:14]2[C:33]2[CH:38]=[CH:37][CH:36]=[C:35]([Cl:39])[C:34]=2[F:40])=[O:12])=[CH:7][CH:6]=1)([OH:4])=[O:2]. The catalyst class is: 30. (3) Reactant: [Br:1][C:2]1[CH:7]=[CH:6][C:5]([CH2:8][C:9]([O:11][CH2:12][CH3:13])=[O:10])=[C:4]([F:14])[CH:3]=1.[Br:15]N1C(=O)CCC1=O.N(C(C)(C)C#N)=NC(C)(C)C#N. Product: [Br:15][CH:8]([C:5]1[CH:6]=[CH:7][C:2]([Br:1])=[CH:3][C:4]=1[F:14])[C:9]([O:11][CH2:12][CH3:13])=[O:10]. The catalyst class is: 53. (4) Reactant: C(O)[C@H]([C@H]([C@@H]([C@@H](CO)O)O)O)O.C(O)[C@H]1O[C@H](O[C@]2(CO)O[C@H](CO)[C@@H](O)[C@@H]2O)[C@H](O)[C@@H](O)[C@@H]1O.[CH:36]1[C:37]([CH2:54][C@H:55]([NH2:59])[C:56]([O-:58])=[O:57])=[CH:38][C:39]([I:53])=[C:40]([O:43][C:44]2[CH:45]=[C:46]([I:52])[C:47]([OH:51])=[C:48]([I:50])[CH:49]=2)[C:41]=1[I:42].O.[Na+]. Product: [CH:38]1[C:37]([CH2:54][C@H:55]([NH2:59])[C:56]([OH:58])=[O:57])=[CH:36][C:41]([I:42])=[C:40]([O:43][C:44]2[CH:49]=[C:48]([I:50])[C:47]([OH:51])=[C:46]([I:52])[CH:45]=2)[C:39]=1[I:53]. The catalyst class is: 6.